From a dataset of Catalyst prediction with 721,799 reactions and 888 catalyst types from USPTO. Predict which catalyst facilitates the given reaction. Reactant: [I:1][C:2]1[CH:7]=[C:6]([C:8]2[CH:13]=[C:12]([CH3:14])[CH:11]=[CH:10][C:9]=2[O:15]C)[N:5]=[C:4]([N:17]2[C:21]([C:22]([F:25])([F:24])[F:23])=[C:20]([C:26]([O:28][CH2:29][CH3:30])=[O:27])[CH:19]=[N:18]2)[CH:3]=1.I[Si](C)(C)C. Product: [OH:15][C:9]1[CH:10]=[CH:11][C:12]([CH3:14])=[CH:13][C:8]=1[C:6]1[N:5]=[C:4]([N:17]2[C:21]([C:22]([F:24])([F:23])[F:25])=[C:20]([C:26]([O:28][CH2:29][CH3:30])=[O:27])[CH:19]=[N:18]2)[CH:3]=[C:2]([I:1])[CH:7]=1. The catalyst class is: 22.